Task: Predict the product of the given reaction.. Dataset: Forward reaction prediction with 1.9M reactions from USPTO patents (1976-2016) (1) Given the reactants Cl[C:2]1[N:10]=[C:9]2[C:5]([N:6]=[C:7]([CH2:12][N:13]3[CH2:18][CH2:17][N:16]([S:19]([CH3:22])(=[O:21])=[O:20])[CH2:15][CH2:14]3)[N:8]2[CH3:11])=[C:4]([N:23]2[CH2:28][CH2:27][O:26][CH2:25][CH2:24]2)[N:3]=1.[CH3:29][O:30][C:31]1[N:36]=[CH:35][C:34](B(O)O)=[CH:33][N:32]=1, predict the reaction product. The product is: [CH3:29][O:30][C:31]1[N:36]=[CH:35][C:34]([C:2]2[N:10]=[C:9]3[C:5]([N:6]=[C:7]([CH2:12][N:13]4[CH2:18][CH2:17][N:16]([S:19]([CH3:22])(=[O:21])=[O:20])[CH2:15][CH2:14]4)[N:8]3[CH3:11])=[C:4]([N:23]3[CH2:28][CH2:27][O:26][CH2:25][CH2:24]3)[N:3]=2)=[CH:33][N:32]=1. (2) Given the reactants [Br:1][C:2]1[CH:7]=[CH:6][C:5]([C:8]2[N:13]=[C:12](SCC)[N:11]3[CH:17]=[CH:18][N:19]=[C:10]3[CH:9]=2)=[CH:4][CH:3]=1.C[OH:21].[OH-].[K+].Cl, predict the reaction product. The product is: [Br:1][C:2]1[CH:7]=[CH:6][C:5]([C:8]2[NH:13][C:12](=[O:21])[N:11]3[CH:17]=[CH:18][N:19]=[C:10]3[CH:9]=2)=[CH:4][CH:3]=1. (3) Given the reactants [Cl:1][C:2]1[CH:3]=[C:4]([CH:17]=[O:18])[C:5]([C:8]2[CH:13]=[C:12]([O:14][CH3:15])[CH:11]=[CH:10][C:9]=2[F:16])=[CH:6][CH:7]=1.[C:19]([Mg]Br)([CH3:22])([CH3:21])[CH3:20], predict the reaction product. The product is: [Cl:1][C:2]1[CH:7]=[CH:6][C:5]([C:8]2[CH:13]=[C:12]([O:14][CH3:15])[CH:11]=[CH:10][C:9]=2[F:16])=[C:4]([CH:17]([OH:18])[C:19]([CH3:22])([CH3:21])[CH3:20])[CH:3]=1. (4) The product is: [CH:1]1([NH:4][CH2:5][C@@H:7]2[C@@H:11]([OH:12])[CH2:10][N:9]([C:13]([O:15][CH2:16][C:17]3[CH:18]=[CH:19][CH:20]=[CH:21][CH:22]=3)=[O:14])[CH2:8]2)[CH2:3][CH2:2]1. Given the reactants [CH:1]1([NH:4][C:5]([C@@H:7]2[C@@H:11]([OH:12])[CH2:10][N:9]([C:13]([O:15][CH2:16][C:17]3[CH:22]=[CH:21][CH:20]=[CH:19][CH:18]=3)=[O:14])[CH2:8]2)=O)[CH2:3][CH2:2]1.O.C(N(CC)CC)C, predict the reaction product. (5) Given the reactants [H-].[Na+].C(OP([CH2:11][C:12]([O:14][CH2:15][CH3:16])=[O:13])(OCC)=O)C.[F:17][C:18]1[CH:26]=[CH:25][C:24]2[C:20](=[CH:21][N:22]([CH3:27])[N:23]=2)[C:19]=1[CH:28]=O.O, predict the reaction product. The product is: [F:17][C:18]1[CH:26]=[CH:25][C:24]2[C:20](=[CH:21][N:22]([CH3:27])[N:23]=2)[C:19]=1/[CH:28]=[CH:11]/[C:12]([O:14][CH2:15][CH3:16])=[O:13]. (6) Given the reactants [Cl:1][C:2]1[CH:3]=[CH:4][C:5]([N+:11]([O-:13])=[O:12])=[C:6]([CH:10]=1)[C:7]([OH:9])=O.C(Cl)(=O)C(Cl)=O.N1C=CC=CC=1.[NH2:26][C:27]1[CH:32]=[CH:31][CH:30]=[CH:29][N:28]=1, predict the reaction product. The product is: [Cl:1][C:2]1[CH:3]=[CH:4][C:5]([N+:11]([O-:13])=[O:12])=[C:6]([CH:10]=1)[C:7]([NH:26][C:27]1[CH:32]=[CH:31][CH:30]=[CH:29][N:28]=1)=[O:9].